This data is from Catalyst prediction with 721,799 reactions and 888 catalyst types from USPTO. The task is: Predict which catalyst facilitates the given reaction. (1) Reactant: [CH3:1][O:2][C:3]1[CH:4]=[C:5]2[C:10](=[CH:11][C:12]=1[O:13][CH3:14])[N:9]=[CH:8][N:7]=[C:6]2[O:15][C:16]1[CH:22]=[CH:21][C:19]([NH2:20])=[CH:18][CH:17]=1.C1(C)C=CC=CC=1.C(N(CC)CC)C.Cl[C:38](Cl)([O:40][C:41](=[O:47])OC(Cl)(Cl)Cl)Cl.[N:49]1[CH:54]=[CH:53][CH:52]=[CH:51][C:50]=1[S:55][CH2:56][CH2:57]CO. Product: [CH3:1][O:2][C:3]1[CH:4]=[C:5]2[C:10](=[CH:11][C:12]=1[O:13][CH3:14])[N:9]=[CH:8][N:7]=[C:6]2[O:15][C:16]1[CH:22]=[CH:21][C:19]([NH:20][C:41](=[O:47])[O:40][CH2:38][CH2:57][CH2:56][S:55][C:50]2[CH:51]=[CH:52][CH:53]=[CH:54][N:49]=2)=[CH:18][CH:17]=1. The catalyst class is: 2. (2) Reactant: Cl[C:2]1[CH:7]=[CH:6][N:5]=[C:4]([C:8]#[N:9])[CH:3]=1.C(=O)([O-])[O-].[Cs+].[Cs+].[OH:16][C:17]1[CH:22]=[CH:21][C:20]([CH2:23][CH2:24][C:25]([OH:27])=[O:26])=[CH:19][CH:18]=1. Product: [C:8]([C:4]1[CH:3]=[C:2]([O:16][C:17]2[CH:18]=[CH:19][C:20]([CH2:23][CH2:24][C:25]([OH:27])=[O:26])=[CH:21][CH:22]=2)[CH:7]=[CH:6][N:5]=1)#[N:9]. The catalyst class is: 3. (3) Reactant: C(OC(=O)[NH:7][CH2:8][C:9]1[CH:10]=[C:11]2[C:16](=[CH:17][CH:18]=1)[C:15]([NH2:19])=[N:14][CH:13]=[CH:12]2)(C)(C)C.[ClH:21]. Product: [ClH:21].[NH2:7][CH2:8][C:9]1[CH:10]=[C:11]2[C:16](=[CH:17][CH:18]=1)[C:15]([NH2:19])=[N:14][CH:13]=[CH:12]2. The catalyst class is: 12. (4) Reactant: [OH:1][C:2]1[CH:7]=[C:6]([CH3:8])[C:5]([CH:9]([CH3:11])[CH3:10])=[CH:4][C:3]=1[C:12](=[O:14])[CH3:13].Cl[C:16]1[C:25]2[C:20](=[CH:21][C:22]([O:28][CH3:29])=[C:23]([O:26][CH3:27])[CH:24]=2)[N:19]=[CH:18][CH:17]=1.O. Product: [CH3:27][O:26][C:23]1[CH:24]=[C:25]2[C:20](=[CH:21][C:22]=1[O:28][CH3:29])[N:19]=[CH:18][CH:17]=[C:16]2[O:1][C:2]1[CH:7]=[C:6]([CH3:8])[C:5]([CH:9]([CH3:11])[CH3:10])=[CH:4][C:3]=1[C:12](=[O:14])[CH3:13]. The catalyst class is: 420. (5) Reactant: [NH2:1][C:2]1[N:3]([CH3:24])[C:4](=[O:23])[C@:5]2([N:22]=1)[C:14]1[CH:13]=[C:12]([O:15]C)[CH:11]=[CH:10][C:9]=1[O:8][C@H:7]1[CH2:17][CH2:18][CH2:19][O:20][C@:6]21[CH3:21].B(Br)(Br)Br. Product: [NH2:1][C:2]1[N:3]([CH3:24])[C:4](=[O:23])[C@:5]2([N:22]=1)[C:14]1[CH:13]=[C:12]([OH:15])[CH:11]=[CH:10][C:9]=1[O:8][C@H:7]1[CH2:17][CH2:18][CH2:19][O:20][C@:6]21[CH3:21]. The catalyst class is: 2.